Dataset: Catalyst prediction with 721,799 reactions and 888 catalyst types from USPTO. Task: Predict which catalyst facilitates the given reaction. (1) Reactant: [OH:1][C:2]1[C:3]([CH3:11])=[C:4]([CH:8]=[CH:9][CH:10]=1)[C:5](O)=[O:6]. Product: [OH:6][CH2:5][C:4]1[C:3]([CH3:11])=[C:2]([OH:1])[CH:10]=[CH:9][CH:8]=1. The catalyst class is: 7. (2) Reactant: [Br:1][C:2]1[CH:3]=[CH:4][C:5]([CH3:16])=[C:6]([C:8](=O)[CH2:9][C:10]([CH:12]2[CH2:14][CH2:13]2)=O)[CH:7]=1.Cl.[NH:18]([C:20]1[CH:25]=[CH:24][C:23]([S:26]([NH2:29])(=[O:28])=[O:27])=[CH:22][CH:21]=1)[NH2:19]. Product: [Br:1][C:2]1[CH:3]=[CH:4][C:5]([CH3:16])=[C:6]([C:8]2[N:18]([C:20]3[CH:21]=[CH:22][C:23]([S:26]([NH2:29])(=[O:28])=[O:27])=[CH:24][CH:25]=3)[N:19]=[C:10]([CH:12]3[CH2:14][CH2:13]3)[CH:9]=2)[CH:7]=1. The catalyst class is: 8. (3) Reactant: Br[C:2]1[CH:7]=[CH:6][C:5]([Br:8])=[CH:4][CH:3]=1.C([Li])CCC.[O:14]=[C:15]1[CH2:19][CH2:18][N:17]([C:20]([O:22][C:23]([CH3:26])([CH3:25])[CH3:24])=[O:21])[CH2:16]1. Product: [Br:8][C:5]1[CH:6]=[CH:7][C:2]([C:15]2([OH:14])[CH2:19][CH2:18][N:17]([C:20]([O:22][C:23]([CH3:25])([CH3:24])[CH3:26])=[O:21])[CH2:16]2)=[CH:3][CH:4]=1. The catalyst class is: 7. (4) Reactant: [F:1][C:2]1[C:7]2[N:8]=[N:9][S:10][C:6]=2[CH:5]=[C:4]([C:11]([OH:13])=O)[C:3]=1[NH:14][C:15]1[CH:20]=[CH:19][C:18]([Br:21])=[CH:17][C:16]=1[Cl:22].C1C=CC2N(O)N=NC=2C=1.CCN=C=NCCCN(C)C.[CH:44]([O:46][CH2:47][CH2:48][O:49][NH2:50])=[CH2:45].[NH4+].[Cl-]. Product: [F:1][C:2]1[C:7]2[N:8]=[N:9][S:10][C:6]=2[CH:5]=[C:4]([C:11]([NH:50][O:49][CH2:48][CH2:47][O:46][CH:44]=[CH2:45])=[O:13])[C:3]=1[NH:14][C:15]1[CH:20]=[CH:19][C:18]([Br:21])=[CH:17][C:16]=1[Cl:22]. The catalyst class is: 2.